Dataset: NCI-60 drug combinations with 297,098 pairs across 59 cell lines. Task: Regression. Given two drug SMILES strings and cell line genomic features, predict the synergy score measuring deviation from expected non-interaction effect. (1) Drug 1: CCC1=CC2CC(C3=C(CN(C2)C1)C4=CC=CC=C4N3)(C5=C(C=C6C(=C5)C78CCN9C7C(C=CC9)(C(C(C8N6C)(C(=O)OC)O)OC(=O)C)CC)OC)C(=O)OC.C(C(C(=O)O)O)(C(=O)O)O. Drug 2: C1=C(C(=O)NC(=O)N1)N(CCCl)CCCl. Cell line: KM12. Synergy scores: CSS=48.4, Synergy_ZIP=-5.89, Synergy_Bliss=-9.16, Synergy_Loewe=-12.9, Synergy_HSA=-3.88. (2) Drug 1: C1=CC(=CC=C1CC(C(=O)O)N)N(CCCl)CCCl.Cl. Drug 2: CNC(=O)C1=NC=CC(=C1)OC2=CC=C(C=C2)NC(=O)NC3=CC(=C(C=C3)Cl)C(F)(F)F. Cell line: HOP-92. Synergy scores: CSS=33.2, Synergy_ZIP=-11.5, Synergy_Bliss=-5.85, Synergy_Loewe=-8.82, Synergy_HSA=-5.51. (3) Drug 2: CCN(CC)CCNC(=O)C1=C(NC(=C1C)C=C2C3=C(C=CC(=C3)F)NC2=O)C. Drug 1: CS(=O)(=O)CCNCC1=CC=C(O1)C2=CC3=C(C=C2)N=CN=C3NC4=CC(=C(C=C4)OCC5=CC(=CC=C5)F)Cl. Synergy scores: CSS=10.4, Synergy_ZIP=-0.0454, Synergy_Bliss=5.53, Synergy_Loewe=3.98, Synergy_HSA=4.51. Cell line: RPMI-8226. (4) Drug 1: C1C(C(OC1N2C=NC(=NC2=O)N)CO)O. Drug 2: C(CCl)NC(=O)N(CCCl)N=O. Cell line: COLO 205. Synergy scores: CSS=34.2, Synergy_ZIP=-3.64, Synergy_Bliss=-3.16, Synergy_Loewe=-0.529, Synergy_HSA=2.61. (5) Drug 1: C1C(C(OC1N2C=NC3=C(N=C(N=C32)Cl)N)CO)O. Drug 2: CC1=C(N=C(N=C1N)C(CC(=O)N)NCC(C(=O)N)N)C(=O)NC(C(C2=CN=CN2)OC3C(C(C(C(O3)CO)O)O)OC4C(C(C(C(O4)CO)O)OC(=O)N)O)C(=O)NC(C)C(C(C)C(=O)NC(C(C)O)C(=O)NCCC5=NC(=CS5)C6=NC(=CS6)C(=O)NCCC[S+](C)C)O. Cell line: TK-10. Synergy scores: CSS=16.9, Synergy_ZIP=-11.0, Synergy_Bliss=-2.85, Synergy_Loewe=-5.84, Synergy_HSA=-1.21.